The task is: Predict the reaction yield, written as a fraction of the theoretical maximum amount of product (1.0 means a 100% yield; for example, 0.34 means a 34% yield).. This data is from Reaction yield outcomes from USPTO patents with 853,638 reactions. The reactants are C([O:4][CH2:5][C:6]([CH3:51])([CH3:50])[CH2:7][N:8]1[C:14]2[CH:15]=[CH:16][C:17]([Cl:19])=[CH:18][C:13]=2[C@@H:12]([C:20]2[CH:25]=[CH:24][CH:23]=[C:22]([O:26][CH3:27])[C:21]=2[O:28][CH3:29])[O:11][C@H:10]([CH2:30][C:31]([NH:33][C:34]2[CH:35]=[C:36]([CH3:48])[C:37]3[O:41][C:40]([C:42]([O:44]CC)=[O:43])=[CH:39][C:38]=3[CH:47]=2)=[O:32])[C:9]1=[O:49])(=O)C.[OH-].[Na+].Cl. The catalyst is O1CCCC1.C(O)C. The product is [Cl:19][C:17]1[CH:16]=[CH:15][C:14]2[N:8]([CH2:7][C:6]([CH3:50])([CH3:51])[CH2:5][OH:4])[C:9](=[O:49])[C@@H:10]([CH2:30][C:31]([NH:33][C:34]3[CH:35]=[C:36]([CH3:48])[C:37]4[O:41][C:40]([C:42]([OH:44])=[O:43])=[CH:39][C:38]=4[CH:47]=3)=[O:32])[O:11][C@H:12]([C:20]3[CH:25]=[CH:24][CH:23]=[C:22]([O:26][CH3:27])[C:21]=3[O:28][CH3:29])[C:13]=2[CH:18]=1. The yield is 0.772.